Dataset: Catalyst prediction with 721,799 reactions and 888 catalyst types from USPTO. Task: Predict which catalyst facilitates the given reaction. (1) Reactant: [Cl:1][C:2]1[N:7]=[CH:6][C:5]([C@@H:8]2[CH2:13][C@H:12]([OH:14])[CH2:11][CH2:10][N:9]2[C:15]([O:17][CH2:18][C:19]2[CH:24]=[CH:23][CH:22]=[CH:21][CH:20]=2)=[O:16])=[CH:4][CH:3]=1.[C:25](O)(=[O:32])[C:26]1[CH:31]=[CH:30][CH:29]=[CH:28][CH:27]=1.C1C=CC(P(C2C=CC=CC=2)C2C=CC=CC=2)=CC=1.CCOC(/N=N/C(OCC)=O)=O. Product: [C:25]([O:14][C@H:12]1[CH2:11][CH2:10][N:9]([C:15]([O:17][CH2:18][C:19]2[CH:20]=[CH:21][CH:22]=[CH:23][CH:24]=2)=[O:16])[C@H:8]([C:5]2[CH:6]=[N:7][C:2]([Cl:1])=[CH:3][CH:4]=2)[CH2:13]1)(=[O:32])[C:26]1[CH:31]=[CH:30][CH:29]=[CH:28][CH:27]=1. The catalyst class is: 1. (2) Reactant: [CH3:1][C:2]1[C:7]([CH:8]([CH2:13][C:14]2[CH:19]=[CH:18][CH:17]=[CH:16][CH:15]=2)[C:9]([O:11]C)=[O:10])=[C:6]([C:20]2[CH:25]=[CH:24][C:23]([CH3:26])=[CH:22][CH:21]=2)[N:5]=[C:4]([N:27]2[CH2:32][CH2:31][CH2:30][CH2:29][CH2:28]2)[N:3]=1.[OH-].[Na+]. Product: [CH3:1][C:2]1[C:7]([CH:8]([CH2:13][C:14]2[CH:15]=[CH:16][CH:17]=[CH:18][CH:19]=2)[C:9]([OH:11])=[O:10])=[C:6]([C:20]2[CH:21]=[CH:22][C:23]([CH3:26])=[CH:24][CH:25]=2)[N:5]=[C:4]([N:27]2[CH2:28][CH2:29][CH2:30][CH2:31][CH2:32]2)[N:3]=1. The catalyst class is: 5.